Task: Predict the reactants needed to synthesize the given product.. Dataset: Full USPTO retrosynthesis dataset with 1.9M reactions from patents (1976-2016) (1) Given the product [Cl:1][C:2]1[N:7]=[C:6]([O:8][C:9]2[CH:10]=[C:11]3[C:16](=[CH:17][CH:18]=2)[C:15]([C:19]([NH:30][C:26]2[CH:27]=[CH:28][CH:29]=[C:24]([C:23]([F:22])([F:31])[F:32])[CH:25]=2)=[O:20])=[CH:14][CH:13]=[CH:12]3)[CH:5]=[CH:4][N:3]=1, predict the reactants needed to synthesize it. The reactants are: [Cl:1][C:2]1[N:7]=[C:6]([O:8][C:9]2[CH:10]=[C:11]3[C:16](=[CH:17][CH:18]=2)[C:15]([C:19](Cl)=[O:20])=[CH:14][CH:13]=[CH:12]3)[CH:5]=[CH:4][N:3]=1.[F:22][C:23]([F:32])([F:31])[C:24]1[CH:25]=[C:26]([NH2:30])[CH:27]=[CH:28][CH:29]=1. (2) Given the product [F:19][C:20]1[CH:21]=[C:22]([N:23]=[C:10]2[C:11]3[C:16](=[CH:15][CH:14]=[CH:13][CH:12]=3)[N:8]([C:5]3[CH:6]=[CH:7][C:2]([OH:1])=[CH:3][CH:4]=3)[C:9]2=[O:18])[CH:24]=[C:25]([F:27])[CH:26]=1, predict the reactants needed to synthesize it. The reactants are: [OH:1][C:2]1[CH:7]=[CH:6][C:5]([N:8]2[C:16]3[C:11](=[CH:12][CH:13]=[CH:14][CH:15]=3)[C:10](=O)[C:9]2=[O:18])=[CH:4][CH:3]=1.[F:19][C:20]1[CH:21]=[C:22]([CH:24]=[C:25]([F:27])[CH:26]=1)[NH2:23].C(O)(=O)C. (3) Given the product [NH2:15][C:11]1[CH:10]=[C:9]([C:7]([N:1]2[CH2:2][CH2:3][O:4][CH2:5][CH2:6]2)=[O:8])[CH:14]=[CH:13][CH:12]=1, predict the reactants needed to synthesize it. The reactants are: [N:1]1([C:7]([C:9]2[CH:14]=[CH:13][CH:12]=[C:11]([N+:15]([O-])=O)[CH:10]=2)=[O:8])[CH2:6][CH2:5][O:4][CH2:3][CH2:2]1.C(O)C.[H][H]. (4) The reactants are: [CH:1]12[CH2:7][CH:4]([CH:5]=[CH:6]1)[CH2:3][CH:2]2[C:8]([OH:10])=[O:9]. Given the product [CH:1]12[CH2:7][CH:4]([CH2:5][CH2:6]1)[CH2:3][CH:2]2[C:8]([OH:10])=[O:9], predict the reactants needed to synthesize it. (5) Given the product [Cl:1][C:2]([Cl:43])([Cl:42])[C:3]([O:6][C:7]([N:9]1[CH:14]2[C:15]([C:36]([OH:38])=[O:37])=[C:16]([C:18]3[CH:23]=[CH:22][C:21]([O:24][CH2:25][CH2:26][O:27][C:28]4[CH:33]=[C:32]([F:34])[CH:31]=[CH:30][C:29]=4[Cl:44])=[CH:20][CH:19]=3)[CH2:17][CH:10]1[CH2:11][N:12]([C:39](=[O:41])[CH3:40])[CH2:13]2)=[O:8])([CH3:5])[CH3:4], predict the reactants needed to synthesize it. The reactants are: [Cl:1][C:2]([Cl:43])([Cl:42])[C:3]([O:6][C:7]([N:9]1[CH:14]2[C:15]([C:36]([OH:38])=[O:37])=[C:16]([C:18]3[CH:23]=[CH:22][C:21]([O:24][CH2:25][CH2:26][O:27][C:28]4[CH:33]=[C:32]([F:34])[CH:31]=[CH:30][C:29]=4Br)=[CH:20][CH:19]=3)[CH2:17][CH:10]1[CH2:11][N:12]([C:39](=[O:41])[CH3:40])[CH2:13]2)=[O:8])([CH3:5])[CH3:4].[Cl:44]C(Cl)(Cl)C(OC(N1C2C(C(OCC)=O)=C(C3C=CC(OCCOC4C=CC=C(F)C=4Cl)=CC=3)CC1CN(C(=O)C)C2)=O)(C)C.[OH-].[Na+]. (6) Given the product [N:15]([C:37]([C:36]1[CH:35]=[N:34][CH:33]=[C:32]([CH:40]=1)[C:30]([O:29][CH3:28])=[O:31])=[O:38])=[N+:16]=[N-:17], predict the reactants needed to synthesize it. The reactants are: C1C=CC(P([N:15]=[N+:16]=[N-:17])(C2C=CC=CC=2)=O)=CC=1.C1COCC1.CN(C=O)C.[CH3:28][O:29][C:30]([C:32]1[CH:33]=[N:34][CH:35]=[C:36]([CH:40]=1)[C:37]([O-])=[O:38])=[O:31].[K+].C(N(CC)CC)C.